Predict the reaction yield, written as a fraction of the theoretical maximum amount of product (1.0 means a 100% yield; for example, 0.34 means a 34% yield). From a dataset of Reaction yield outcomes from USPTO patents with 853,638 reactions. The reactants are N([C:8]([O:10][CH2:11][CH3:12])=[O:9])=N[C:8]([O:10][CH2:11][CH3:12])=[O:9].[CH2:13]([O:15][C:16](=[O:29])[C@@H:17]([O:26][CH2:27][CH3:28])[CH2:18][C:19]1[CH:24]=[CH:23][C:22](O)=[CH:21][CH:20]=1)[CH3:14].[OH:30][CH2:31]/[CH:32]=[C:33](\[CH3:55])/[C:34]#[C:35][C:36]1[CH:41]=[CH:40][C:39]([C:42]2[CH:47]=[CH:46][C:45]([C:48]#[C:49]/[C:50](/[CH3:54])=[CH:51]/[CH2:52][OH:53])=[CH:44][CH:43]=2)=[CH:38][CH:37]=1.[C:69]1(P([C:69]2[CH:74]=[CH:73][CH:72]=[CH:71][CH:70]=2)[C:69]2[CH:74]=[CH:73][CH:72]=[CH:71][CH:70]=2)[CH:74]=[CH:73][CH:72]=[CH:71][CH:70]=1. The catalyst is C1COCC1.O. The product is [CH2:11]([O:10][C:8](=[O:9])[C@@H:13]([O:15][CH2:16][CH3:17])[CH2:14][C:69]1[CH:70]=[CH:71][C:72]([O:30][CH2:31]/[CH:32]=[C:33](\[CH3:55])/[C:34]#[C:35][C:36]2[CH:41]=[CH:40][C:39]([C:42]3[CH:43]=[CH:44][C:45]([C:48]#[C:49]/[C:50](/[CH3:54])=[CH:51]/[CH2:52][O:53][C:22]4[CH:23]=[CH:24][C:19]([CH2:18][C@H:17]([O:26][CH2:27][CH3:28])[C:16]([O:15][CH2:13][CH3:14])=[O:29])=[CH:20][CH:21]=4)=[CH:46][CH:47]=3)=[CH:38][CH:37]=2)=[CH:73][CH:74]=1)[CH3:12]. The yield is 0.560.